From a dataset of Catalyst prediction with 721,799 reactions and 888 catalyst types from USPTO. Predict which catalyst facilitates the given reaction. Reactant: Br[C:2]1[CH:6]=[CH:5][O:4][C:3]=1[C:7](=[O:26])[C:8](=[N:12][NH:13][C:14]1[CH:19]=[CH:18][C:17]([N:20]2[CH:24]=[CH:23][CH:22]=[N:21]2)=[CH:16][C:15]=1[F:25])[C:9](=[O:11])[CH3:10].C(=O)([O-])[O-].[K+].[K+].O. Product: [C:9]([C:8]1[C:7](=[O:26])[C:3]2[O:4][CH:5]=[CH:6][C:2]=2[N:13]([C:14]2[CH:19]=[CH:18][C:17]([N:20]3[CH:24]=[CH:23][CH:22]=[N:21]3)=[CH:16][C:15]=2[F:25])[N:12]=1)(=[O:11])[CH3:10]. The catalyst class is: 3.